From a dataset of CYP2C9 inhibition data for predicting drug metabolism from PubChem BioAssay. Regression/Classification. Given a drug SMILES string, predict its absorption, distribution, metabolism, or excretion properties. Task type varies by dataset: regression for continuous measurements (e.g., permeability, clearance, half-life) or binary classification for categorical outcomes (e.g., BBB penetration, CYP inhibition). Dataset: cyp2c9_veith. (1) The drug is Cc1cc2c(nc1C)CCCN2C[C@@H](O)CN1CCN(C)CC1. The result is 0 (non-inhibitor). (2) The result is 0 (non-inhibitor). The molecule is C/C(=N/NS(=O)(=O)c1ccc(C)cc1)P(=O)(O)O. (3) The molecule is Cc1nn(C(C)C(=O)N2CCc3ccccc32)c(C)c1[N+](=O)[O-]. The result is 1 (inhibitor). (4) The compound is COc1ccc(OC)c(C2N(c3cc(C)on3)C(=O)C3CCCN32)c1. The result is 0 (non-inhibitor). (5) The compound is CCc1cc2c(nc1CC)CCN(CC/C(C)=N/OCC[C@@H]1C=C[C@H](OC(C)=O)[C@H](COC(C)=O)O1)C2. The result is 0 (non-inhibitor).